From a dataset of Reaction yield outcomes from USPTO patents with 853,638 reactions. Predict the reaction yield, written as a fraction of the theoretical maximum amount of product (1.0 means a 100% yield; for example, 0.34 means a 34% yield). (1) The reactants are [N+:1]([C:4]1[CH:5]=[C:6]2[C:10](=[CH:11][CH:12]=1)[NH:9][CH:8]=[CH:7]2)([O-:3])=[O:2].N1CCCC1.[C:18]([N:26]1[CH2:31][CH2:30][C:29](=O)[CH2:28][CH2:27]1)(=[O:25])[C:19]1[CH:24]=[CH:23][CH:22]=[CH:21][CH:20]=1. The catalyst is C(O)C. The product is [N+:1]([C:4]1[CH:5]=[C:6]2[C:10](=[CH:11][CH:12]=1)[NH:9][CH:8]=[C:7]2[C:29]1[CH2:30][CH2:31][N:26]([C:18]([C:19]2[CH:24]=[CH:23][CH:22]=[CH:21][CH:20]=2)=[O:25])[CH2:27][CH:28]=1)([O-:3])=[O:2]. The yield is 0.980. (2) The reactants are [F:1][C:2]1[CH:3]=[CH:4][C:5]([S:10][C:11]2[C:15]([CH2:16]O)=[CH:14][S:13][CH:12]=2)=[C:6](CO)[CH:7]=1.S(Cl)([Cl:20])=O.Cl[CH2:23][Cl:24]. No catalyst specified. The product is [Cl:20][CH2:16][C:15]1[C:11]([S:10][C:5]2[CH:4]=[CH:3][C:2]([F:1])=[CH:7][C:6]=2[CH2:23][Cl:24])=[CH:12][S:13][CH:14]=1. The yield is 0.980. (3) The reactants are [NH2:1][CH:2]([CH2:21][CH2:22][C:23]1[C:32]2[C:27](=[CH:28][CH:29]=[C:30]([O:33][CH3:34])[N:31]=2)[N:26]=[CH:25][CH:24]=1)[CH2:3][CH2:4][CH:5]1[O:9][C:8](=[O:10])[N:7]([C:11]2[CH:20]=[CH:19][C:14]3[O:15][CH2:16][CH2:17][O:18][C:13]=3[CH:12]=2)[CH2:6]1.[CH3:35][S:36](Cl)(=[O:38])=[O:37]. The catalyst is C(Cl)Cl. The product is [O:15]1[C:14]2[CH:19]=[CH:20][C:11]([N:7]3[CH2:6][CH:5]([CH2:4][CH2:3][CH:2]([NH:1][S:36]([CH3:35])(=[O:38])=[O:37])[CH2:21][CH2:22][C:23]4[C:32]5[C:27](=[CH:28][CH:29]=[C:30]([O:33][CH3:34])[N:31]=5)[N:26]=[CH:25][CH:24]=4)[O:9][C:8]3=[O:10])=[CH:12][C:13]=2[O:18][CH2:17][CH2:16]1. The yield is 0.890.